From a dataset of Aqueous solubility values for 9,982 compounds from the AqSolDB database. Regression/Classification. Given a drug SMILES string, predict its absorption, distribution, metabolism, or excretion properties. Task type varies by dataset: regression for continuous measurements (e.g., permeability, clearance, half-life) or binary classification for categorical outcomes (e.g., BBB penetration, CYP inhibition). For this dataset (solubility_aqsoldb), we predict Y. (1) The drug is O=I(=O)c1ccccc1. The Y is -1.84 log mol/L. (2) The compound is COC(=O)/C=C/c1ccccc1. The Y is -2.73 log mol/L. (3) The compound is CC(CCc1ccccc1)NCC(O)c1ccc(O)c(C(N)=O)c1. The Y is -3.45 log mol/L. (4) The molecule is c1ccc2c(c1)-c1cccc3c1c-2cc1ccccc13. The Y is -8.23 log mol/L. (5) The molecule is Nc1cc([N+](=O)[O-])cc([N+](=O)[O-])c1O.Nc1ccc([N+](=O)[O-])cc1.O=C1C=C/C(=N\Nc2cc(S(=O)(=O)[O-])cc3cc(S(=O)(=O)[O-])cc(O)c23)C(O)=C1.[Fe].[Na+].[Na+]. The Y is -1.31 log mol/L. (6) The compound is CCCCCCCCOc1ccc(C(=O)c2ccccc2)c(O)c1. The Y is -5.51 log mol/L. (7) The compound is CCCCCCCCCCCC(=O)OCCS(=O)(=O)[O-].[Na+]. The Y is -2.41 log mol/L.